This data is from NCI-60 drug combinations with 297,098 pairs across 59 cell lines. The task is: Regression. Given two drug SMILES strings and cell line genomic features, predict the synergy score measuring deviation from expected non-interaction effect. Drug 1: CC1=C(C=C(C=C1)NC2=NC=CC(=N2)N(C)C3=CC4=NN(C(=C4C=C3)C)C)S(=O)(=O)N.Cl. Drug 2: CCCCCOC(=O)NC1=NC(=O)N(C=C1F)C2C(C(C(O2)C)O)O. Cell line: M14. Synergy scores: CSS=1.65, Synergy_ZIP=2.39, Synergy_Bliss=6.46, Synergy_Loewe=2.79, Synergy_HSA=3.06.